Dataset: Peptide-MHC class I binding affinity with 185,985 pairs from IEDB/IMGT. Task: Regression. Given a peptide amino acid sequence and an MHC pseudo amino acid sequence, predict their binding affinity value. This is MHC class I binding data. The peptide sequence is TIPTNIPTL. The MHC is HLA-B44:02 with pseudo-sequence HLA-B44:02. The binding affinity (normalized) is 0.0847.